This data is from Peptide-MHC class I binding affinity with 185,985 pairs from IEDB/IMGT. The task is: Regression. Given a peptide amino acid sequence and an MHC pseudo amino acid sequence, predict their binding affinity value. This is MHC class I binding data. The peptide sequence is LLLGLWGTA. The MHC is HLA-A02:01 with pseudo-sequence HLA-A02:01. The binding affinity (normalized) is 0.367.